Task: Predict the reaction yield, written as a fraction of the theoretical maximum amount of product (1.0 means a 100% yield; for example, 0.34 means a 34% yield).. Dataset: Reaction yield outcomes from USPTO patents with 853,638 reactions (1) The reactants are [OH:1][C:2]1[CH:7]=[CH:6][N:5]=[CH:4][CH:3]=1.CS([C:12]1[N:17]=[C:16]([O:18][CH3:19])[CH:15]=[C:14]([O:20][CH3:21])[N:13]=1)(=O)=O.C([O-])([O-])=O.[K+].[K+].O. The catalyst is CN(C=O)C. The product is [CH3:21][O:20][C:14]1[CH:15]=[C:16]([O:18][CH3:19])[N:17]=[C:12]([O:1][C:2]2[CH:7]=[CH:6][N:5]=[CH:4][CH:3]=2)[N:13]=1. The yield is 0.800. (2) The reactants are [CH:1]1([CH2:6][N:7]2[CH2:11][CH2:10][C@@H:9]([N:12]([C:20]3[CH:25]=[CH:24][C:23](/[CH:26]=[CH:27]/[C:28](=[O:37])[NH:29][O:30]C4CCCCO4)=[CH:22][N:21]=3)C(=O)OC(C)(C)C)[CH2:8]2)[CH2:5][CH2:4][CH2:3][CH2:2]1.CO.[ClH:40]. The catalyst is CO. The product is [ClH:40].[ClH:40].[CH:1]1([CH2:6][N:7]2[CH2:11][CH2:10][C@@H:9]([NH:12][C:20]3[N:21]=[CH:22][C:23](/[CH:26]=[CH:27]/[C:28]([NH:29][OH:30])=[O:37])=[CH:24][CH:25]=3)[CH2:8]2)[CH2:2][CH2:3][CH2:4][CH2:5]1. The yield is 0.850. (3) The reactants are [CH3:1][C:2]1[CH:3]=[C:4]([CH:23]=[O:24])[S:5][C:6]=1[C:7]1[S:8][C:9]([C:12]2[S:13][C:14]([C:17]3[S:18][CH:19]=[CH:20][C:21]=3[CH3:22])=[CH:15][CH:16]=2)=[CH:10][CH:11]=1.[BH4-].[Na+]. The catalyst is C(O)C. The product is [CH3:1][C:2]1[CH:3]=[C:4]([CH2:23][OH:24])[S:5][C:6]=1[C:7]1[S:8][C:9]([C:12]2[S:13][C:14]([C:17]3[S:18][CH:19]=[CH:20][C:21]=3[CH3:22])=[CH:15][CH:16]=2)=[CH:10][CH:11]=1. The yield is 0.972. (4) The reactants are [CH2:1]([NH:5][C@H:6]1[C@@H:11]([NH:12][C:13]([C:15]2[NH:16][C:17]([CH2:21][CH3:22])=[C:18]([Cl:20])[N:19]=2)=[O:14])[CH2:10][CH2:9][N:8]([C:23](OC(C)(C)C)=O)[CH2:7]1)[CH2:2][CH2:3][CH3:4].C(=O)([O-])[O-].[Na+].[Na+].BrC1[S:38][C:39]2[C:45]([C:46]([O:48][CH2:49][CH3:50])=[O:47])=[CH:44][CH:43]=[CH:42][C:40]=2[N:41]=1. No catalyst specified. The product is [CH2:1]([NH:5][C@H:6]1[C@@H:11]([NH:12][C:13]([C:15]2[NH:16][C:17]([CH2:21][CH3:22])=[C:18]([Cl:20])[N:19]=2)=[O:14])[CH2:10][CH2:9][N:8]([C:23]2[S:38][C:39]3[C:45]([C:46]([O:48][CH2:49][CH3:50])=[O:47])=[CH:44][CH:43]=[CH:42][C:40]=3[N:41]=2)[CH2:7]1)[CH2:2][CH2:3][CH3:4]. The yield is 0.650. (5) The reactants are [C:1]([O:5][C:6]([N:8]1[C:12]([C:14]2[CH:19]=[CH:18][CH:17]=[C:16]([Br:20])[CH:15]=2)([CH3:13])[CH2:11][O:10][S:9]1=[O:21])=[O:7])([CH3:4])([CH3:3])[CH3:2].[OH2:22]. The catalyst is CC#N. The product is [C:1]([O:5][C:6]([N:8]1[C:12]([C:14]2[CH:19]=[CH:18][CH:17]=[C:16]([Br:20])[CH:15]=2)([CH3:13])[CH2:11][O:10][S:9]1(=[O:22])=[O:21])=[O:7])([CH3:2])([CH3:3])[CH3:4]. The yield is 1.00. (6) The reactants are [NH2:1][CH2:2][C@H:3]([OH:18])[CH2:4][N:5]1[CH2:10][CH2:9][N:8]([C:11]([O:13][C:14]([CH3:17])([CH3:16])[CH3:15])=[O:12])[CH2:7][CH2:6]1.C(N(CC)CC)C.[C:26](Cl)([O:28][CH2:29][C:30]1[CH:35]=[CH:34][CH:33]=[CH:32][CH:31]=1)=[O:27].C(=O)(O)[O-].[Na+]. The catalyst is ClCCl. The product is [CH2:29]([O:28][C:26]([NH:1][CH2:2][C@H:3]([OH:18])[CH2:4][N:5]1[CH2:10][CH2:9][N:8]([C:11]([O:13][C:14]([CH3:15])([CH3:17])[CH3:16])=[O:12])[CH2:7][CH2:6]1)=[O:27])[C:30]1[CH:35]=[CH:34][CH:33]=[CH:32][CH:31]=1. The yield is 0.760. (7) The reactants are CN(C)[CH:3]=[O:4].P(Cl)(Cl)(Cl)=O.[CH2:11]([O:13][C:14]([C:16]1[C:20]([CH3:21])=[CH:19][NH:18][C:17]=1[CH3:22])=[O:15])[CH3:12].Cl. The catalyst is ClCCl. The product is [CH2:11]([O:13][C:14]([C:16]1[C:20]([CH3:21])=[C:19]([CH:3]=[O:4])[NH:18][C:17]=1[CH3:22])=[O:15])[CH3:12]. The yield is 1.00.